From a dataset of Forward reaction prediction with 1.9M reactions from USPTO patents (1976-2016). Predict the product of the given reaction. (1) Given the reactants [Cl:1][C:2]1[C:10]2[N:9]=[N:8][N:7]([CH2:11][CH:12]3[CH2:14][CH2:13]3)[C:6]=2[CH:5]=[CH:4][C:3]=1[C:15]1[CH2:20][CH2:19][CH:18]([C:21](OC)=[O:22])[CH2:17][CH:16]=1.CO.[BH4-].[Li+].C(=O)(O)[O-].[Na+], predict the reaction product. The product is: [Cl:1][C:2]1[C:10]2[N:9]=[N:8][N:7]([CH2:11][CH:12]3[CH2:13][CH2:14]3)[C:6]=2[CH:5]=[CH:4][C:3]=1[C:15]1[CH2:20][CH2:19][CH:18]([CH2:21][OH:22])[CH2:17][CH:16]=1. (2) Given the reactants [Cl:1][C:2]1[C:7]([N+:8]([O-:10])=[O:9])=[CH:6][CH:5]=[C:4]([Cl:11])[C:3]=1[S:12](Cl)(=[O:14])=[O:13].[CH2:16]([NH2:22])[C@H:17]1[O:21][CH2:20][CH2:19][CH2:18]1.C(N(CC)CC)C, predict the reaction product. The product is: [CH2:16]([NH:22][S:12]([C:3]1[C:4]([Cl:11])=[CH:5][CH:6]=[C:7]([N+:8]([O-:10])=[O:9])[C:2]=1[Cl:1])(=[O:14])=[O:13])[C@H:17]1[O:21][CH2:20][CH2:19][CH2:18]1. (3) Given the reactants [CH3:1][O:2][C:3]1[CH:8]=[CH:7][C:6]([S:9]([N:12]([C@H:20]([CH2:28][CH3:29])[C:21]([O:23]C(C)(C)C)=[O:22])[CH2:13][C:14]2[CH:15]=[N:16][CH:17]=[CH:18][CH:19]=2)(=[O:11])=[O:10])=[CH:5][CH:4]=1, predict the reaction product. The product is: [CH3:1][O:2][C:3]1[CH:8]=[CH:7][C:6]([S:9]([N:12]([C@H:20]([CH2:28][CH3:29])[C:21]([OH:23])=[O:22])[CH2:13][C:14]2[CH:15]=[N:16][CH:17]=[CH:18][CH:19]=2)(=[O:11])=[O:10])=[CH:5][CH:4]=1. (4) Given the reactants [CH2:1]([C:4]1[C:5](=[O:26])[O:6][C:7]2[C:12]([C:13]=1[CH2:14][CH2:15][CH:16]=C)=[CH:11][CH:10]=[C:9]([O:18][Si:19]([C:22]([CH3:25])([CH3:24])[CH3:23])([CH3:21])[CH3:20])[CH:8]=2)[CH:2]=C, predict the reaction product. The product is: [C:22]([Si:19]([CH3:21])([CH3:20])[O:18][C:9]1[CH:8]=[C:7]2[C:12]([C:13]3[CH2:14][CH2:15][CH:16]=[CH:2][CH2:1][C:4]=3[C:5](=[O:26])[O:6]2)=[CH:11][CH:10]=1)([CH3:24])([CH3:25])[CH3:23]. (5) Given the reactants [F-].C([N+](CCCC)(CCCC)CCCC)CCC.[Si]([O:26][CH2:27][CH:28]([O:43][CH2:44][O:45][CH3:46])[CH2:29][N:30]1[C:35](=[O:36])[CH:34]=[N:33][C:32]2[CH:37]=[CH:38][C:39]([O:41][CH3:42])=[N:40][C:31]1=2)(C(C)(C)C)(C)C, predict the reaction product. The product is: [OH:26][CH2:27][CH:28]([O:43][CH2:44][O:45][CH3:46])[CH2:29][N:30]1[C:35](=[O:36])[CH:34]=[N:33][C:32]2[CH:37]=[CH:38][C:39]([O:41][CH3:42])=[N:40][C:31]1=2. (6) Given the reactants [CH:1]1([N:5]2[CH2:10][CH2:9][CH:8]([O:11][C:12]3[CH:17]=[CH:16][C:15](I)=[CH:14][CH:13]=3)[CH2:7][CH2:6]2)[CH2:4][CH2:3][CH2:2]1.OC1CCN(C(OC(C)(C)C)=O)CC1.C1(N2CCC(O)CC2)CCC1.[N+:44]([C:47]1[CH:48]=[N:49][NH:50][CH:51]=1)([O-:46])=[O:45].CN[C@@H]1CCCC[C@H]1NC.C(=O)([O-])[O-].[Cs+].[Cs+], predict the reaction product. The product is: [CH:1]1([N:5]2[CH2:10][CH2:9][CH:8]([O:11][C:12]3[CH:17]=[CH:16][C:15]([N:49]4[CH:48]=[C:47]([N+:44]([O-:46])=[O:45])[CH:51]=[N:50]4)=[CH:14][CH:13]=3)[CH2:7][CH2:6]2)[CH2:4][CH2:3][CH2:2]1. (7) Given the reactants [F:1][C:2]1[C:3]([CH2:12][CH2:13][C:14](=O)[C:15]2[NH:16][CH:17]=[CH:18][CH:19]=2)=[C:4]2[C:8](=[CH:9][CH:10]=1)[NH:7][C:6](=[O:11])[CH2:5]2, predict the reaction product. The product is: [F:1][C:2]1[CH:10]=[CH:9][C:8]2[NH:7][C:6](=[O:11])[C:5]3=[C:14]([C:15]4[NH:16][CH:17]=[CH:18][CH:19]=4)[CH2:13][CH2:12][C:3]=1[C:4]=23.